Task: Regression. Given a peptide amino acid sequence and an MHC pseudo amino acid sequence, predict their binding affinity value. This is MHC class I binding data.. Dataset: Peptide-MHC class I binding affinity with 185,985 pairs from IEDB/IMGT (1) The peptide sequence is NADTGHSIY. The MHC is HLA-B40:01 with pseudo-sequence HLA-B40:01. The binding affinity (normalized) is 0.0847. (2) The peptide sequence is THADAHTQL. The MHC is HLA-A02:11 with pseudo-sequence HLA-A02:11. The binding affinity (normalized) is 0.0847. (3) The peptide sequence is VESENKVV. The MHC is Mamu-A11 with pseudo-sequence Mamu-A11. The binding affinity (normalized) is 0. (4) The peptide sequence is PADCFLVKLK. The MHC is HLA-A03:01 with pseudo-sequence HLA-A03:01. The binding affinity (normalized) is 0.263. (5) The peptide sequence is QLWKGPGELL. The MHC is Mamu-B03 with pseudo-sequence Mamu-B03. The binding affinity (normalized) is 0.00606. (6) The peptide sequence is AEALLADGL. The MHC is HLA-B39:01 with pseudo-sequence HLA-B39:01. The binding affinity (normalized) is 0.0847. (7) The peptide sequence is QLLKILDNL. The MHC is HLA-A02:01 with pseudo-sequence HLA-A02:01. The binding affinity (normalized) is 0.437. (8) The peptide sequence is NLSLGKSPL. The MHC is HLA-A02:03 with pseudo-sequence HLA-A02:03. The binding affinity (normalized) is 0.350. (9) The peptide sequence is FAYVMNIER. The MHC is Patr-A0101 with pseudo-sequence Patr-A0101. The binding affinity (normalized) is 0.199. (10) The peptide sequence is MSPGYVLGVF. The MHC is HLA-A24:02 with pseudo-sequence HLA-A24:02. The binding affinity (normalized) is 0.325.